From a dataset of Forward reaction prediction with 1.9M reactions from USPTO patents (1976-2016). Predict the product of the given reaction. (1) Given the reactants [CH2:1]([O:4][C:5]1[CH:12]=[CH:11][C:8]([C:9]#[N:10])=[C:7]([C:13]([F:16])([F:15])[F:14])[CH:6]=1)[CH2:2][CH3:3].C[Si](C)(C)[N-:19][Si](C)(C)C.[K+].[ClH:27], predict the reaction product. The product is: [ClH:27].[CH2:1]([O:4][C:5]1[CH:12]=[CH:11][C:8]([C:9](=[NH:19])[NH2:10])=[C:7]([C:13]([F:14])([F:15])[F:16])[CH:6]=1)[CH2:2][CH3:3]. (2) Given the reactants [CH:1]1[C:13]2[CH:12]([CH2:14][O:15][C:16]([N:18]3[C@H:22]([C:23]([OH:25])=[O:24])[CH2:21][C@@H:20]4[CH2:26][CH2:27][CH2:28][C@H:19]34)=[O:17])[C:11]3[C:6](=[CH:7][CH:8]=[CH:9][CH:10]=3)[C:5]=2[CH:4]=[CH:3][CH:2]=1.[Cl:29][CH2:30][CH2:31][CH2:32][CH2:33]O.Cl.C(N=C=NCCCN(C)C)C, predict the reaction product. The product is: [N:18]1([C:16]([O:15][CH2:14][CH:12]2[C:13]3[CH:1]=[CH:2][CH:3]=[CH:4][C:5]=3[C:6]3[C:11]2=[CH:10][CH:9]=[CH:8][CH:7]=3)=[O:17])[C@H:22]([C:23]([O:25][CH2:33][CH2:32][CH2:31][CH2:30][Cl:29])=[O:24])[CH2:21][C@@H:20]2[CH2:26][CH2:27][CH2:28][C@H:19]12. (3) Given the reactants [CH3:1][C@H:2]1[CH2:7][CH2:6][CH2:5][C@@H:4]([CH3:8])[N:3]1[CH2:9][CH2:10][NH:11][C:12]([C:14]1[CH:15]=[CH:16][C:17]([F:38])=[C:18]([NH:20][C:21]([C:23]2[N:27]3[CH:28]=[CH:29][C:30]([C:32]4[N:36]([CH3:37])[N:35]=[CH:34][CH:33]=4)=[CH:31][C:26]3=[N:25][CH:24]=2)=[O:22])[CH:19]=1)=[O:13].[C:39]([OH:46])(=[O:45])/[CH:40]=[CH:41]\[C:42]([OH:44])=[O:43], predict the reaction product. The product is: [C:39]([OH:46])(=[O:45])/[CH:40]=[CH:41]\[C:42]([OH:44])=[O:43].[CH3:1][C@H:2]1[CH2:7][CH2:6][CH2:5][C@@H:4]([CH3:8])[N:3]1[CH2:9][CH2:10][NH:11][C:12]([C:14]1[CH:15]=[CH:16][C:17]([F:38])=[C:18]([NH:20][C:21]([C:23]2[N:27]3[CH:28]=[CH:29][C:30]([C:32]4[N:36]([CH3:37])[N:35]=[CH:34][CH:33]=4)=[CH:31][C:26]3=[N:25][CH:24]=2)=[O:22])[CH:19]=1)=[O:13]. (4) The product is: [C:1]([O:5][CH:6]([C:11]1[C:12]([C:21]2[CH:22]=[C:23]3[C:28](=[CH:29][CH:30]=2)[O:27][CH2:26][CH2:25][CH2:24]3)=[C:13]2[CH:20]=[CH:19][N:18]([CH2:32][CH2:33][C:34]3[CH:39]=[CH:38][C:37]([F:40])=[CH:36][CH:35]=3)[C:14]2=[N:15][C:16]=1[CH3:17])[C:7]([OH:9])=[O:8])([CH3:4])([CH3:2])[CH3:3]. Given the reactants [C:1]([O:5][CH:6]([C:11]1[C:12]([C:21]2[CH:22]=[C:23]3[C:28](=[CH:29][CH:30]=2)[O:27][CH2:26][CH2:25][CH2:24]3)=[C:13]2[CH:20]=[CH:19][NH:18][C:14]2=[N:15][C:16]=1[CH3:17])[C:7]([O:9]C)=[O:8])([CH3:4])([CH3:3])[CH3:2].Br[CH2:32][CH2:33][C:34]1[CH:39]=[CH:38][C:37]([F:40])=[CH:36][CH:35]=1, predict the reaction product. (5) The product is: [CH2:1]([O:3][C:4]([C:6]1[O:7][C:8]2[CH:14]=[CH:13][C:12]([C:21]3[CH:22]=[CH:17][C:18]([OH:32])=[CH:19][C:20]=3[CH3:41])=[CH:11][C:9]=2[CH:10]=1)=[O:5])[CH3:2]. Given the reactants [CH2:1]([O:3][C:4]([C:6]1[O:7][C:8]2[CH:14]=[CH:13][C:12](Br)=[CH:11][C:9]=2[CH:10]=1)=[O:5])[CH3:2].C[C:17]1[CH:22]=[C:21](B2OC(C)(C)C(C)(C)O2)[CH:20]=[CH:19][C:18]=1[OH:32].P([O-])([O-])([O-])=O.[K+].[K+].[K+].[C:41]1(C)C=CC=CC=1, predict the reaction product. (6) Given the reactants Cl[C:2]1[N:7]=[C:6]([NH:8][C:9]2[CH:14]=[CH:13][CH:12]=[CH:11][C:10]=2[O:15][CH3:16])[C:5]([Cl:17])=[CH:4][N:3]=1.[NH2:18][C:19]1[C:20]([O:32][CH3:33])=[CH:21][C:22]2[N:28]([CH3:29])[C:27](=[O:30])[O:26][CH2:25][CH2:24][C:23]=2[CH:31]=1, predict the reaction product. The product is: [Cl:17][C:5]1[C:6]([NH:8][C:9]2[CH:14]=[CH:13][CH:12]=[CH:11][C:10]=2[O:15][CH3:16])=[N:7][C:2]([NH:18][C:19]2[C:20]([O:32][CH3:33])=[CH:21][C:22]3[N:28]([CH3:29])[C:27](=[O:30])[O:26][CH2:25][CH2:24][C:23]=3[CH:31]=2)=[N:3][CH:4]=1. (7) Given the reactants [C:1]([O:5][C:6]([CH3:9])([CH3:8])[CH3:7])(=[O:4])[CH:2]=[CH2:3].[CH2:10]([N:17]([CH2:31][C:32]1[CH:37]=[CH:36][CH:35]=[CH:34][CH:33]=1)[C:18]1[CH:23]=[CH:22][C:21]([C@H:24]2[CH2:29][CH2:28][C@H:27]([OH:30])[CH2:26][CH2:25]2)=[CH:20][CH:19]=1)[C:11]1[CH:16]=[CH:15][CH:14]=[CH:13][CH:12]=1.[OH-].[Na+].O, predict the reaction product. The product is: [CH2:31]([N:17]([CH2:10][C:11]1[CH:16]=[CH:15][CH:14]=[CH:13][CH:12]=1)[C:18]1[CH:23]=[CH:22][C:21]([C@H:24]2[CH2:25][CH2:26][C@H:27]([O:30][CH2:3][CH2:2][C:1]([O:5][C:6]([CH3:9])([CH3:8])[CH3:7])=[O:4])[CH2:28][CH2:29]2)=[CH:20][CH:19]=1)[C:32]1[CH:33]=[CH:34][CH:35]=[CH:36][CH:37]=1. (8) Given the reactants [C:1]([O:5][C:6]([N:8]1[CH2:13][CH2:12][C:11]([C:16]2[CH:21]=[CH:20][C:19]([Cl:22])=[CH:18][CH:17]=2)([C:14]#N)[CH2:10][CH2:9]1)=[O:7])([CH3:4])([CH3:3])[CH3:2].[H-].C([Al+]CC(C)C)C(C)C.C[OH:34].[Cl-].[NH4+], predict the reaction product. The product is: [C:1]([O:5][C:6]([N:8]1[CH2:13][CH2:12][C:11]([C:16]2[CH:21]=[CH:20][C:19]([Cl:22])=[CH:18][CH:17]=2)([CH:14]=[O:34])[CH2:10][CH2:9]1)=[O:7])([CH3:4])([CH3:3])[CH3:2]. (9) Given the reactants Cl.[CH2:2]([C:4]1[CH:23]=[CH:22][CH:21]=[C:20]([CH3:24])[C:5]=1[CH2:6][NH:7][C:8]1[C:9]2[N:10]([N:16]=[C:17]([CH3:19])[N:18]=2)[CH:11]=[C:12]([CH2:14]Cl)[CH:13]=1)[CH3:3].[NH:25]1[CH2:30][CH2:29][O:28][CH2:27][CH2:26]1.[CH2:31]1[CH2:35][O:34]CC1, predict the reaction product. The product is: [CH2:2]([C:4]1[CH:23]=[CH:22][CH:21]=[C:20]([CH3:24])[C:5]=1[CH2:6][NH:7][C:8]1[C:9]2[N:10]([N:16]=[C:17]([CH3:19])[N:18]=2)[CH:11]=[C:12]([CH2:14][N:25]2[CH2:30][CH2:29][O:28][CH2:27][CH2:26]2)[CH:13]=1)[CH3:3].[CH:35]([O:34][CH:23]([CH3:22])[CH3:4])([CH3:31])[CH3:26]. (10) The product is: [Br:1][C:2]1[O:14][C:5]2[CH:21]=[CH:7][N:8]=[C:9]([O:10][CH3:11])[C:4]=2[C:3]=1[C:15]1[CH:20]=[CH:19][CH:18]=[CH:17][CH:16]=1. Given the reactants [Br:1][C:2]1[O:14][C:5]2N=[C:7](SC)[N:8]=[C:9]([O:10][CH3:11])[C:4]=2[C:3]=1[C:15]1[CH:20]=[CH:19][CH:18]=[CH:17][CH:16]=1.[CH3:21]OC1C2C(C3C=CC=CC=3)=COC=2C=CN=1, predict the reaction product.